Predict which catalyst facilitates the given reaction. From a dataset of Catalyst prediction with 721,799 reactions and 888 catalyst types from USPTO. (1) Reactant: [CH3:1][C:2]1[CH:7]=[C:6]([CH3:8])[NH:5][C:4](=[O:9])[C:3]=1[CH2:10][NH:11][C:12]([C:14]1[C:15]2[CH:34]=[N:33][N:32]([CH:35]([CH3:37])[CH3:36])[C:16]=2[N:17]=[C:18]([C:20]2[CH2:21][CH2:22][N:23]([CH:26]3[CH2:31][CH2:30][NH:29][CH2:28][CH2:27]3)[CH2:24][CH:25]=2)[CH:19]=1)=[O:13].CCN(CC)CC.[S:45](Cl)([CH3:48])(=[O:47])=[O:46]. Product: [CH3:1][C:2]1[CH:7]=[C:6]([CH3:8])[NH:5][C:4](=[O:9])[C:3]=1[CH2:10][NH:11][C:12]([C:14]1[C:15]2[CH:34]=[N:33][N:32]([CH:35]([CH3:37])[CH3:36])[C:16]=2[N:17]=[C:18]([C:20]2[CH2:21][CH2:22][N:23]([CH:26]3[CH2:27][CH2:28][N:29]([S:45]([CH3:48])(=[O:47])=[O:46])[CH2:30][CH2:31]3)[CH2:24][CH:25]=2)[CH:19]=1)=[O:13]. The catalyst class is: 2. (2) Reactant: [CH3:1][N:2]([CH3:12])[C:3]1[CH:11]=[CH:10][C:6]([C:7]([OH:9])=O)=[CH:5][CH:4]=1.CN(C(ON1N=NC2C=CC=NC1=2)=[N+](C)C)C.F[P-](F)(F)(F)(F)F.C(N(C(C)C)C(C)C)C.[O:46]1[CH2:51][CH2:50][O:49][CH2:48][CH:47]1[C:52]1[C:60]2[S:59][C:58]([NH2:61])=[N:57][C:56]=2[C:55]([O:62][CH3:63])=[CH:54][CH:53]=1. Product: [CH3:12][N:2]([CH3:1])[C:3]1[CH:4]=[CH:5][C:6]([C:7]([NH:61][C:58]2[S:59][C:60]3[C:52]([CH:47]4[CH2:48][O:49][CH2:50][CH2:51][O:46]4)=[CH:53][CH:54]=[C:55]([O:62][CH3:63])[C:56]=3[N:57]=2)=[O:9])=[CH:10][CH:11]=1. The catalyst class is: 396. (3) Reactant: F[C:2]1[CH:7]=[CH:6][CH:5]=[CH:4][C:3]=1[S:8]([NH:11][C:12]1[C:21]([C:22]([OH:24])=[O:23])=[C:20]2[C:15]([CH:16]3[CH2:25][CH:17]3[CH2:18][O:19]2)=[CH:14][CH:13]=1)(=[O:10])=[O:9].[N:26]12[CH2:33][CH2:32][CH:29]([CH2:30][CH2:31]1)[C@H:28]([NH2:34])[CH2:27]2. Product: [N:26]12[CH2:33][CH2:32][CH:29]([CH2:30][CH2:31]1)[C@H:28]([NH:34][C:2]1[CH:7]=[CH:6][CH:5]=[CH:4][C:3]=1[S:8]([NH:11][C:12]1[C:21]([C:22]([OH:24])=[O:23])=[C:20]3[C:15]([CH:16]4[CH2:25][CH:17]4[CH2:18][O:19]3)=[CH:14][CH:13]=1)(=[O:10])=[O:9])[CH2:27]2. The catalyst class is: 376. (4) Reactant: C[O:2][C:3](=[O:39])[C:4]1[CH:9]=[CH:8][CH:7]=[CH:6][C:5]=1[O:10][C:11]1[CH:16]=[CH:15][CH:14]=[C:13]([O:17][CH2:18][CH2:19][CH2:20][O:21][C:22]2[CH:27]=[C:26]([OH:28])[C:25]([C:29]3[N:30]=[CH:31][S:32][CH:33]=3)=[CH:24][C:23]=2[CH2:34][CH3:35])[C:12]=1[CH2:36][CH2:37][CH3:38].[OH-].[Li+]. Product: [CH2:34]([C:23]1[CH:24]=[C:25]([C:29]2[N:30]=[CH:31][S:32][CH:33]=2)[C:26]([OH:28])=[CH:27][C:22]=1[O:21][CH2:20][CH2:19][CH2:18][O:17][C:13]1[C:12]([CH2:36][CH2:37][CH3:38])=[C:11]([CH:16]=[CH:15][CH:14]=1)[O:10][C:5]1[CH:6]=[CH:7][CH:8]=[CH:9][C:4]=1[C:3]([OH:39])=[O:2])[CH3:35]. The catalyst class is: 5. (5) Product: [CH3:1][CH2:2][CH2:3][NH+:4]1[C@H:9]([C:10]([NH:12][C:13]2[C:14]([CH3:20])=[CH:15][CH:16]=[CH:17][C:18]=2[CH3:19])=[O:11])[CH2:8][CH2:7][CH2:6][CH2:5]1.[OH2:23].[Cl-:25]. Reactant: [CH3:1][CH2:2][CH2:3][N:4]1[C@H:9]([C:10]([NH:12][C:13]2[C:14]([CH3:20])=[CH:15][CH:16]=[CH:17][C:18]=2[CH3:19])=[O:11])[CH2:8][CH2:7][CH2:6][CH2:5]1.CC(C)=[O:23].[ClH:25]. The catalyst class is: 6. (6) Reactant: [Cl:1][C:2]1[CH:3]=[C:4]([CH:20]=[CH:21][CH:22]=1)[C:5]([C@@H:7]1[CH2:12][CH2:11][CH2:10][N:9]([C:13]([O:15][C:16]([CH3:19])([CH3:18])[CH3:17])=[O:14])[CH2:8]1)=[O:6].[C:23]([Si:27]([O:30][CH2:31][CH2:32][CH2:33][CH2:34]Cl)([CH3:29])[CH3:28])([CH3:26])([CH3:25])[CH3:24]. Product: [Si:27]([O:30][CH2:31][CH2:32][CH2:33][CH2:34][C@:5]([C@@H:7]1[CH2:12][CH2:11][CH2:10][N:9]([C:13]([O:15][C:16]([CH3:18])([CH3:19])[CH3:17])=[O:14])[CH2:8]1)([C:4]1[CH:20]=[CH:21][CH:22]=[C:2]([Cl:1])[CH:3]=1)[OH:6])([C:23]([CH3:24])([CH3:25])[CH3:26])([CH3:28])[CH3:29]. The catalyst class is: 1. (7) Reactant: [CH3:1][O:2][C:3](=[O:38])[CH2:4][CH2:5][CH2:6][O:7][C:8]1[CH:9]=[CH:10][C:11]2[O:15][C:14]([NH:16][CH:17]3[CH2:22][CH2:21][N:20]([CH2:23][C:24]4[CH:29]=[C:28]([O:30][CH2:31][CH3:32])[C:27](F)=[C:26]([O:34][CH2:35][CH3:36])[CH:25]=4)[CH2:19][CH2:18]3)=[N:13][C:12]=2[CH:37]=1.C(OC1C=C(C=C(OCC)C=1[N:50]1[CH:54]=[CH:53][CH:52]=[CH:51]1)C=O)C.C([BH3-])#N.[Na+].C(N(C(C)C)C(C)C)C. Product: [CH3:1][O:2][C:3](=[O:38])[CH2:4][CH2:5][CH2:6][O:7][C:8]1[CH:9]=[CH:10][C:11]2[O:15][C:14]([NH:16][CH:17]3[CH2:22][CH2:21][N:20]([CH2:23][C:24]4[CH:29]=[C:28]([O:30][CH2:31][CH3:32])[C:27]([N:50]5[CH:54]=[CH:53][CH:52]=[CH:51]5)=[C:26]([O:34][CH2:35][CH3:36])[CH:25]=4)[CH2:19][CH2:18]3)=[N:13][C:12]=2[CH:37]=1. The catalyst class is: 212. (8) Reactant: [N:1]1[CH:6]=[CH:5][C:4]2[C:7]([O:9][C:10](=[O:11])[C:3]=2[CH:2]=1)=[O:8].[CH3:12][O-:13].[Na+]. Product: [CH3:12][O:13][C:7]([C:4]1[CH:5]=[CH:6][N:1]=[CH:2][C:3]=1[C:10]([OH:11])=[O:9])=[O:8]. The catalyst class is: 83.